This data is from Full USPTO retrosynthesis dataset with 1.9M reactions from patents (1976-2016). The task is: Predict the reactants needed to synthesize the given product. (1) Given the product [NH:24]1[CH:25]=[N:26][C:22]([C:19]2[CH:20]=[C:21]3[C:16](=[CH:17][CH:18]=2)[NH:15][N:14]=[C:13]3[C:9]2[CH:8]=[C:7]([NH:6][C:4]([CH:1]3[CH2:2][CH2:3]3)=[O:5])[CH:12]=[CH:11][CH:10]=2)=[N:23]1, predict the reactants needed to synthesize it. The reactants are: [CH:1]1([C:4]([NH:6][C:7]2[CH:12]=[CH:11][CH:10]=[C:9]([C:13]3[C:21]4[C:16](=[CH:17][CH:18]=[C:19]([C:22]5[N:26]=[CH:25][N:24](C(C6C=CC=CC=6)(C6C=CC=CC=6)C6C=CC=CC=6)[N:23]=5)[CH:20]=4)[N:15](C4CCCCO4)[N:14]=3)[CH:8]=2)=[O:5])[CH2:3][CH2:2]1.C([O-])(O)=O.[Na+]. (2) Given the product [O:31]=[C:26]1[CH2:27][CH2:28][C:29](=[O:30])[N:25]1[CH2:22][C:23]#[C:24][C:9]1[CH:10]=[CH:11][C:6]([CH:2]=[O:3])=[CH:7][C:8]=1[O:20][CH3:21], predict the reactants needed to synthesize it. The reactants are: O1CC[O:3][CH:2]1[C:6]1[CH:11]=[CH:10][C:9](OS(C(F)(F)F)(=O)=O)=[C:8]([O:20][CH3:21])[CH:7]=1.[CH2:22]([N:25]1[C:29](=[O:30])[CH2:28][CH2:27][C:26]1=[O:31])[C:23]#[CH:24].C1(P(C2C=CC=CC=2)CCCCP(C2C=CC=CC=2)C2C=CC=CC=2)C=CC=CC=1. (3) Given the product [Cl:27][C:28]1[C:29]([F:54])=[C:30]([CH:51]=[CH:52][CH:53]=1)[NH:31][C:32]1[C:41]2[C:36](=[CH:37][C:38]([O:49][CH3:50])=[C:39]([O:42][CH:43]3[CH2:48][CH2:47][CH2:46][N:45]([C:67]([C@@H:66]4[CH2:70][CH2:71][CH2:72][N:65]4[CH3:64])=[O:68])[CH2:44]3)[CH:40]=2)[N:35]=[CH:34][N:33]=1, predict the reactants needed to synthesize it. The reactants are: CN(C(ON1N=NC2C=CC=NC1=2)=[N+](C)C)C.F[P-](F)(F)(F)(F)F.Cl.Cl.[Cl:27][C:28]1[C:29]([F:54])=[C:30]([CH:51]=[CH:52][CH:53]=1)[NH:31][C:32]1[C:41]2[C:36](=[CH:37][C:38]([O:49][CH3:50])=[C:39]([O:42][CH:43]3[CH2:48][CH2:47][CH2:46][NH:45][CH2:44]3)[CH:40]=2)[N:35]=[CH:34][N:33]=1.C(N(C(C)C)CC)(C)C.[CH3:64][N:65]1[CH2:72][CH2:71][CH2:70][C@H:66]1[C:67](O)=[O:68]. (4) Given the product [CH3:14][O:13][CH2:12][C:8]1[CH:9]=[CH:10][CH:11]=[C:2]([O:1][CH2:17][C:16]#[CH:15])[C:3]=1[C:4]([O:6][CH3:7])=[O:5], predict the reactants needed to synthesize it. The reactants are: [OH:1][C:2]1[CH:11]=[CH:10][CH:9]=[C:8]([CH2:12][O:13][CH3:14])[C:3]=1[C:4]([O:6][CH3:7])=[O:5].[CH2:15](Br)[C:16]#[CH:17].C(=O)([O-])[O-].[K+].[K+].